This data is from Cav3 T-type calcium channel HTS with 100,875 compounds. The task is: Binary Classification. Given a drug SMILES string, predict its activity (active/inactive) in a high-throughput screening assay against a specified biological target. (1) The molecule is O1CC(=Nc2c1cccc2)c1ccccc1. The result is 0 (inactive). (2) The drug is FC(F)(F)c1n2ncc(C(=O)N3CCCc4c3cccc4)c2nc(c1)c1ccccc1. The result is 0 (inactive). (3) The compound is s1c(N2CCC(CC2)C(=O)NCCc2c(OC)ccc(OC)c2)nnc1n1cccc1. The result is 0 (inactive). (4) The drug is S(=O)(=O)(NC1CCCC1)c1ccc(S(=O)(=O)N2CCCN(C2)Cc2ccccc2)cc1. The result is 0 (inactive).